Dataset: Catalyst prediction with 721,799 reactions and 888 catalyst types from USPTO. Task: Predict which catalyst facilitates the given reaction. (1) Reactant: [NH2:1][C:2]1[C:6]([C:7]([O:9][CH2:10][CH3:11])=[O:8])=[CH:5][NH:4][N:3]=1.[O:12]1[C:16]2[CH:17]=[CH:18][C:19]([C:21]3[S:22][CH:23]=[C:24]([C:26](O)=[O:27])[N:25]=3)=[CH:20][C:15]=2[CH2:14][CH2:13]1.CN(C(ON1N=NC2C=CC=CC1=2)=[N+](C)C)C.F[P-](F)(F)(F)(F)F.N1C=CC=CC=1. Product: [O:12]1[C:16]2[CH:17]=[CH:18][C:19]([C:21]3[S:22][CH:23]=[C:24]([C:26]([NH:1][C:2]4[C:6]([C:7]([O:9][CH2:10][CH3:11])=[O:8])=[CH:5][NH:4][N:3]=4)=[O:27])[N:25]=3)=[CH:20][C:15]=2[CH2:14][CH2:13]1. The catalyst class is: 8. (2) The catalyst class is: 7. Product: [OH:2][C:3]1[CH:4]=[CH:5][C:6]([C:9]2([C:12]([OH:14])=[O:13])[CH2:11][CH2:10]2)=[CH:7][CH:8]=1. Reactant: C[O:2][C:3]1[CH:8]=[CH:7][C:6]([C:9]2([C:12]([OH:14])=[O:13])[CH2:11][CH2:10]2)=[CH:5][CH:4]=1.CCC(C)[BH-](C(C)CC)C(C)CC.[Li+].Cl. (3) Reactant: [CH:1]1([CH2:6][CH2:7][CH2:8][CH2:9][CH2:10][CH2:11][CH2:12][CH2:13][CH2:14][CH2:15][C:16]([O:18][CH2:19][CH2:20][O:21][CH2:22][CH2:23][N:24]([CH2:27][CH3:28])[CH2:25][CH3:26])=[O:17])[CH2:5][CH2:4][CH2:3][CH2:2]1.[CH:29]1([CH2:34][CH2:35][CH2:36][CH2:37][CH2:38][CH2:39][CH2:40][CH2:41][CH2:42][CH2:43][CH2:44][CH2:45][C:46]([O:48][CH2:49][CH2:50][O:51][CH2:52][CH2:53][N:54]([CH2:57][CH3:58])[CH2:55][CH3:56])=[O:47])[CH2:33][CH2:32][CH2:31][CH2:30]1.[S:59]([O:65]CC)([O:62][CH2:63][CH3:64])(=[O:61])=[O:60]. Product: [CH2:63]([O:62][S:59]([O-:65])(=[O:61])=[O:60])[CH3:64].[CH:1]1([CH2:6][CH2:7][CH2:8][CH2:9][CH2:10][CH2:11][CH2:12][CH2:13][CH2:14][CH2:15][C:16]([O:18][CH2:19][CH2:20][O:21][CH2:22][CH2:23][N+:24]([CH2:29][CH3:30])([CH2:25][CH3:26])[CH2:27][CH3:28])=[O:17])[CH2:5][CH2:4][CH2:3][CH2:2]1.[CH2:63]([O:62][S:59]([O-:65])(=[O:61])=[O:60])[CH3:64].[CH:29]1([CH2:34][CH2:35][CH2:36][CH2:37][CH2:38][CH2:39][CH2:40][CH2:41][CH2:42][CH2:43][CH2:44][CH2:45][C:46]([O:48][CH2:49][CH2:50][O:51][CH2:52][CH2:53][N+:54]([CH2:1][CH3:2])([CH2:57][CH3:58])[CH2:55][CH3:56])=[O:47])[CH2:33][CH2:32][CH2:31][CH2:30]1. The catalyst class is: 740.